From a dataset of Reaction yield outcomes from USPTO patents with 853,638 reactions. Predict the reaction yield, written as a fraction of the theoretical maximum amount of product (1.0 means a 100% yield; for example, 0.34 means a 34% yield). The reactants are CO[C:3](=[O:24])[C:4]1[CH:9]=[CH:8][C:7]([O:10][CH2:11][C:12]2[C:13]([C:17]3[CH:22]=[CH:21][C:20]([F:23])=[CH:19][CH:18]=3)=[N:14][O:15][CH:16]=2)=[N:6][CH:5]=1.[CH3:25][C@H:26]([NH2:29])[CH2:27][OH:28]. No catalyst specified. The product is [F:23][C:20]1[CH:19]=[CH:18][C:17]([C:13]2[C:12]([CH2:11][O:10][C:7]3[CH:8]=[CH:9][C:4]([C:3]([NH:29][C@@H:26]([CH3:25])[CH2:27][OH:28])=[O:24])=[CH:5][N:6]=3)=[CH:16][O:15][N:14]=2)=[CH:22][CH:21]=1. The yield is 0.590.